From a dataset of Full USPTO retrosynthesis dataset with 1.9M reactions from patents (1976-2016). Predict the reactants needed to synthesize the given product. (1) Given the product [NH2:22][C:23]1[N:24]=[CH:25][C:26]([C:30]2[CH:35]=[CH:34][C:33]([S:36]([N:39]([CH2:41][CH3:42])[CH3:40])(=[O:37])=[O:38])=[CH:32][CH:31]=2)=[N:27][C:28]=1[C:9]1[CH:20]=[CH:19][C:12]2[C:13](=[O:18])[NH:14][CH2:15][CH2:16][CH2:17][C:11]=2[CH:10]=1, predict the reactants needed to synthesize it. The reactants are: CC1(C)C(C)(C)OB([C:9]2[CH:20]=[CH:19][C:12]3[C:13](=[O:18])[NH:14][CH2:15][CH2:16][CH2:17][C:11]=3[CH:10]=2)O1.[NH2:22][C:23]1[N:24]=[CH:25][C:26]([C:30]2[CH:35]=[CH:34][C:33]([S:36]([N:39]([CH2:41][CH3:42])[CH3:40])(=[O:38])=[O:37])=[CH:32][CH:31]=2)=[N:27][C:28]=1Br. (2) Given the product [Cl:8][C:6]1[CH:7]=[C:2]([C:14]2[S:18][C:17]([C:19]([O:21][CH2:22][CH3:23])=[O:20])=[CH:16][CH:15]=2)[N:3]=[N:4][CH:5]=1, predict the reactants needed to synthesize it. The reactants are: Cl[C:2]1[N:3]=[N:4][CH:5]=[C:6]([Cl:8])[CH:7]=1.C([Sn](CCCC)(CCCC)[C:14]1[S:18][C:17]([C:19]([O:21][CH2:22][CH3:23])=[O:20])=[CH:16][CH:15]=1)CCC.[F-].[Cs+].[F-].[K+].